The task is: Predict the reaction yield, written as a fraction of the theoretical maximum amount of product (1.0 means a 100% yield; for example, 0.34 means a 34% yield).. This data is from Reaction yield outcomes from USPTO patents with 853,638 reactions. (1) The reactants are [Cl:1][C:2]1[CH:16]=[CH:15][C:5]([O:6][CH2:7][CH:8]2[CH2:13][CH2:12][N:11]([CH3:14])[CH2:10][CH2:9]2)=[C:4](I)[CH:3]=1.[Br:18][C:19]1[C:20]([NH2:26])=[N:21][CH:22]=[C:23]([CH3:25])[CH:24]=1. The catalyst is CCOC(C)=O.C1C=CC(/C=C/C(/C=C/C2C=CC=CC=2)=O)=CC=1.C1C=CC(/C=C/C(/C=C/C2C=CC=CC=2)=O)=CC=1.C1C=CC(/C=C/C(/C=C/C2C=CC=CC=2)=O)=CC=1.[Pd].[Pd].CC1(C)C2C(=C(P(C3C=CC=CC=3)C3C=CC=CC=3)C=CC=2)OC2C(P(C3C=CC=CC=3)C3C=CC=CC=3)=CC=CC1=2. The product is [Br:18][C:19]1[C:20]([NH:26][C:4]2[CH:3]=[C:2]([Cl:1])[CH:16]=[CH:15][C:5]=2[O:6][CH2:7][CH:8]2[CH2:13][CH2:12][N:11]([CH3:14])[CH2:10][CH2:9]2)=[N:21][CH:22]=[C:23]([CH3:25])[CH:24]=1. The yield is 0.800. (2) The reactants are [NH2:1][C:2]1[N:11]=[CH:10][C:9]2[C:8](SC)=[N:7][CH:6]=[N:5][C:4]=2[CH:3]=1.[CH3:14][N:15]([CH3:23])[C:16]1[CH:21]=[CH:20][CH:19]=[C:18]([NH2:22])[CH:17]=1. No catalyst specified. The product is [NH2:1][C:2]1[N:11]=[CH:10][C:9]2[C:8]([NH:22][C:18]3[CH:19]=[CH:20][CH:21]=[C:16]([N:15]([CH3:23])[CH3:14])[CH:17]=3)=[N:7][CH:6]=[N:5][C:4]=2[CH:3]=1. The yield is 0.320. (3) The reactants are C([O:5][C:6](=O)[CH2:7][CH:8]1[CH2:12][CH2:11][CH2:10][N:9]1[C:13]1[C:22]([N+:23]([O-])=O)=[CH:21][C:16]([C:17]([O:19][CH3:20])=[O:18])=[CH:15][N:14]=1)(C)(C)C.P(OC1C=CC=CC=1)(OC1C=CC=CC=1)OC1C=CC=CC=1. The catalyst is ClCCl.[NH4+].[O-][V](=O)=O.[Pt]. The product is [O:5]=[C:6]1[NH:23][C:22]2[CH:21]=[C:16]([C:17]([O:19][CH3:20])=[O:18])[CH:15]=[N:14][C:13]=2[N:9]2[CH2:10][CH2:11][CH2:12][CH:8]2[CH2:7]1. The yield is 0.724. (4) The reactants are Cl[CH2:2][C:3]1[CH:4]=[C:5]([O:12][CH3:13])[C:6]2[O:10][CH2:9][O:8][C:7]=2[CH:11]=1.[C-:14]#[N:15].[Na+].O. The catalyst is CS(C)=O. The product is [CH3:13][O:12][C:5]1[C:6]2[O:10][CH2:9][O:8][C:7]=2[CH:11]=[C:3]([CH2:2][C:14]#[N:15])[CH:4]=1. The yield is 0.450. (5) The reactants are [C:1]([OH:17])(=[O:16])[C:2]([C:10]1[CH:15]=[CH:14][CH:13]=[CH:12][CH:11]=1)([C:4]1[CH:9]=[CH:8][CH:7]=[CH:6][CH:5]=1)[OH:3].O1[B:23]([C@@H:24]([NH:29][C:30](=[O:43])[CH2:31][NH:32][C:33](=[O:42])[C:34]2[CH:39]=[C:38]([Cl:40])[CH:37]=[CH:36][C:35]=2[Cl:41])[CH2:25][CH:26]([CH3:28])[CH3:27])O[B:23]([C@@H:24]([NH:29][C:30](=[O:43])[CH2:31][NH:32][C:33](=[O:42])[C:34]2[CH:39]=[C:38]([Cl:40])[CH:37]=[CH:36][C:35]=2[Cl:41])[CH2:25][CH:26]([CH3:28])[CH3:27])O[B:23]1[C@@H:24]([NH:29][C:30](=[O:43])[CH2:31][NH:32][C:33](=[O:42])[C:34]1[CH:39]=[C:38]([Cl:40])[CH:37]=[CH:36][C:35]=1[Cl:41])[CH2:25][CH:26]([CH3:28])[CH3:27]. The catalyst is CCOC(C)=O. The product is [Cl:41][C:35]1[CH:36]=[CH:37][C:38]([Cl:40])=[CH:39][C:34]=1[C:33]([NH:32][CH2:31][C:30]([NH:29][C@H:24]([B:23]1[O:3][C:2]([C:10]2[CH:11]=[CH:12][CH:13]=[CH:14][CH:15]=2)([C:4]2[CH:9]=[CH:8][CH:7]=[CH:6][CH:5]=2)[C:1](=[O:17])[O:16]1)[CH2:25][CH:26]([CH3:28])[CH3:27])=[O:43])=[O:42]. The yield is 0.950. (6) The reactants are [CH2:1]([O:3][C:4](=[O:36])[CH2:5][CH2:6][CH2:7][O:8][C:9]1[CH:14]=[CH:13][CH:12]=[C:11]([CH:15]=[CH:16][CH2:17][CH2:18][CH2:19][CH2:20][O:21][Si:22]([C:25]([CH3:28])([CH3:27])[CH3:26])([CH3:24])[CH3:23])[C:10]=1/[CH:29]=[CH:30]/[C:31]([O:33][CH2:34][CH3:35])=[O:32])[CH3:2].[H][H]. The catalyst is C(OCC)(=O)C.[Pd]. The product is [CH2:1]([O:3][C:4](=[O:36])[CH2:5][CH2:6][CH2:7][O:8][C:9]1[CH:14]=[CH:13][CH:12]=[C:11]([CH2:15][CH2:16][CH2:17][CH2:18][CH2:19][CH2:20][O:21][Si:22]([C:25]([CH3:28])([CH3:27])[CH3:26])([CH3:23])[CH3:24])[C:10]=1[CH2:29][CH2:30][C:31]([O:33][CH2:34][CH3:35])=[O:32])[CH3:2]. The yield is 0.860. (7) The reactants are BrC[CH2:3][CH2:4][CH2:5][C:6]([CH3:21])([C:15]1[CH:20]=[CH:19][CH:18]=[CH:17][CH:16]=1)[CH2:7][O:8][CH:9]1[CH2:14][CH2:13][CH2:12][CH2:11][O:10]1.[Br:22]CCCC(C)(C1C=CC=CC=1)CO.O1C=CCCC1. The catalyst is C(Cl)Cl.O.C1(C)C=CC(S(O)(=O)=O)=CC=1. The product is [Br:22][CH2:3][CH2:4][CH2:5][C:6]([CH3:21])([C:15]1[CH:20]=[CH:19][CH:18]=[CH:17][CH:16]=1)[CH2:7][O:8][CH:9]1[CH2:14][CH2:13][CH2:12][CH2:11][O:10]1. The yield is 0.950. (8) The reactants are [CH3:1][O:2][C:3]([C:5]1[S:6][C:7]([C:22]2[CH2:27][CH2:26][CH2:25][CH2:24][CH:23]=2)=[CH:8][C:9]=1[NH:10][CH:11]1[CH2:16][CH2:15][CH:14]([N:17]2[CH:21]=[N:20][CH:19]=[N:18]2)[CH2:13][CH2:12]1)=[O:4].[CH3:28][C@H:29]1[CH2:34][CH2:33][C@H:32]([C:35](Cl)=[O:36])[CH2:31][CH2:30]1.C1(C)C=CC=CC=1.N1C=CC=CC=1. The catalyst is CCOC(C)=O. The product is [CH3:1][O:2][C:3]([C:5]1[S:6][C:7]([C:22]2[CH2:27][CH2:26][CH2:25][CH2:24][CH:23]=2)=[CH:8][C:9]=1[N:10]([C:35]([C@H:32]1[CH2:33][CH2:34][C@H:29]([CH3:28])[CH2:30][CH2:31]1)=[O:36])[CH:11]1[CH2:16][CH2:15][CH:14]([N:17]2[CH:21]=[N:20][CH:19]=[N:18]2)[CH2:13][CH2:12]1)=[O:4]. The yield is 0.670. (9) The product is [NH:19]1[C:17]([C:14]2[CH:15]=[C:16]3[C:11](=[CH:12][CH:13]=2)[NH:10][N:9]=[C:8]3[C:5]2[CH:6]=[CH:7][C:2]([OH:1])=[CH:3][CH:4]=2)=[N:23][CH:25]=[N:32]1. The yield is 0.0970. The reactants are [OH:1][C:2]1[CH:7]=[CH:6][C:5]([C:8]2[C:16]3[C:11](=[CH:12][CH:13]=[C:14]([C:17]([NH2:19])=O)[CH:15]=3)[NH:10][N:9]=2)=[CH:4][CH:3]=1.COC(OC)[N:23]([CH3:25])C.C(O)(=O)C.[NH2:32]N. The catalyst is O.